Task: Predict which catalyst facilitates the given reaction.. Dataset: Catalyst prediction with 721,799 reactions and 888 catalyst types from USPTO The catalyst class is: 278. Product: [F:1][C:2]1[CH:3]=[C:4]([CH:41]=[CH:42][CH:43]=1)[CH2:5][N:6]1[CH:10]=[C:9]([C:11]2[C:19]3[C:14](=[N:15][CH:16]=[C:17]([C:20]4[CH:21]=[C:22]([NH:26][S:27]([CH3:30])(=[O:28])=[O:29])[CH:23]=[CH:24][CH:25]=4)[CH:18]=3)[NH:13][CH:12]=2)[CH:8]=[N:7]1. Reactant: [F:1][C:2]1[CH:3]=[C:4]([CH:41]=[CH:42][CH:43]=1)[CH2:5][N:6]1[CH:10]=[C:9]([C:11]2[C:19]3[C:14](=[N:15][CH:16]=[C:17]([C:20]4[CH:21]=[C:22]([NH:26][S:27]([CH3:30])(=[O:29])=[O:28])[CH:23]=[CH:24][CH:25]=4)[CH:18]=3)[N:13](S(C3C=CC(C)=CC=3)(=O)=O)[CH:12]=2)[CH:8]=[N:7]1.[OH-].[Li+].